From a dataset of TCR-epitope binding with 47,182 pairs between 192 epitopes and 23,139 TCRs. Binary Classification. Given a T-cell receptor sequence (or CDR3 region) and an epitope sequence, predict whether binding occurs between them. (1) The epitope is LPPIVAKEI. The TCR CDR3 sequence is CASSQDPYWGGPSTDTQYF. Result: 0 (the TCR does not bind to the epitope). (2) Result: 0 (the TCR does not bind to the epitope). The epitope is HPKVSSEVHI. The TCR CDR3 sequence is CASSLRGHEQYF. (3) The epitope is FLNGSCGSV. The TCR CDR3 sequence is CASSYYYWDTVIYEQYF. Result: 1 (the TCR binds to the epitope). (4) The epitope is NLVPMVATV. The TCR CDR3 sequence is CSVVAGGADTQYF. Result: 1 (the TCR binds to the epitope). (5) The epitope is FLNGSCGSV. The TCR CDR3 sequence is CASSLQSDMNTEAFF. Result: 0 (the TCR does not bind to the epitope). (6) The epitope is NLNESLIDL. The TCR CDR3 sequence is CASIRRANTGELFF. Result: 1 (the TCR binds to the epitope).